From a dataset of Peptide-MHC class I binding affinity with 185,985 pairs from IEDB/IMGT. Regression. Given a peptide amino acid sequence and an MHC pseudo amino acid sequence, predict their binding affinity value. This is MHC class I binding data. The peptide sequence is QFSRGNYRV. The MHC is Patr-A0701 with pseudo-sequence Patr-A0701. The binding affinity (normalized) is 0.193.